This data is from Reaction yield outcomes from USPTO patents with 853,638 reactions. The task is: Predict the reaction yield, written as a fraction of the theoretical maximum amount of product (1.0 means a 100% yield; for example, 0.34 means a 34% yield). (1) The reactants are [CH3:1][C:2]1[CH:3]=[C:4]([CH2:9][C:10](C2C=CC=CC=2)=O)[CH:5]=[CH:6][C:7]=1[CH3:8].[F:18][C:19]1[CH:24]=[CH:23][C:22]([C:25]2[N:26]=[C:27]3[N:31]([C:32]=2[CH:33]=O)[CH:30]=[CH:29][S:28]3)=[CH:21][CH:20]=1.[OH-:35].[Na+]. The catalyst is C(O)C.C(OCC)(=O)C.CCCCCC. The product is [CH3:1][C:2]1[CH:3]=[C:4]([C:9](=[O:35])/[CH:10]=[CH:33]/[C:32]2[N:31]3[C:27]([S:28][CH:29]=[CH:30]3)=[N:26][C:25]=2[C:22]2[CH:21]=[CH:20][C:19]([F:18])=[CH:24][CH:23]=2)[CH:5]=[CH:6][C:7]=1[CH3:8]. The yield is 0.760. (2) The reactants are [O:1]=[C:2]1[N:11]([CH2:12][C:13]2[CH:22]=[CH:21][C:16]([C:17]([O:19][CH3:20])=[O:18])=[CH:15][CH:14]=2)[C:10](=[O:23])[C:9]2[C:4](=[CH:5][CH:6]=[CH:7][CH:8]=2)[NH:3]1.[CH3:24][C:25]1[CH:32]=[CH:31][C:28]([CH2:29]Br)=[CH:27][CH:26]=1.C(=O)([O-])[O-].[K+].[K+]. The catalyst is CN(C=O)C.C(Cl)Cl. The product is [CH3:24][C:25]1[CH:32]=[CH:31][C:28]([CH2:29][N:3]2[C:4]3[C:9](=[CH:8][CH:7]=[CH:6][CH:5]=3)[C:10](=[O:23])[N:11]([CH2:12][C:13]3[CH:14]=[CH:15][C:16]([C:17]([O:19][CH3:20])=[O:18])=[CH:21][CH:22]=3)[C:2]2=[O:1])=[CH:27][CH:26]=1. The yield is 0.700.